Task: Regression. Given a peptide amino acid sequence and an MHC pseudo amino acid sequence, predict their binding affinity value. This is MHC class II binding data.. Dataset: Peptide-MHC class II binding affinity with 134,281 pairs from IEDB (1) The peptide sequence is EAVRHFPRPWLHGL. The MHC is DRB1_0401 with pseudo-sequence DRB1_0401. The binding affinity (normalized) is 0.440. (2) The peptide sequence is GEMLLRTAIGQVSRP. The MHC is DRB1_0901 with pseudo-sequence DRB1_0901. The binding affinity (normalized) is 0.505. (3) The peptide sequence is GELQIVDKIDSAFKI. The MHC is DRB1_0101 with pseudo-sequence DRB1_0101. The binding affinity (normalized) is 0.661. (4) The peptide sequence is INEPTAAAIAYGCDR. The MHC is HLA-DQA10102-DQB10602 with pseudo-sequence HLA-DQA10102-DQB10602. The binding affinity (normalized) is 0.611. (5) The peptide sequence is YDKFLANVSTCLTGK. The MHC is DRB1_0401 with pseudo-sequence DRB1_0401. The binding affinity (normalized) is 0.624. (6) The peptide sequence is DKSVETILVESGIVC. The MHC is DRB1_0101 with pseudo-sequence DRB1_0101. The binding affinity (normalized) is 0.302. (7) The peptide sequence is DFQEFAKLLFTNPVK. The MHC is DRB1_1501 with pseudo-sequence DRB1_1501. The binding affinity (normalized) is 0.432. (8) The MHC is DRB3_0202 with pseudo-sequence DRB3_0202. The binding affinity (normalized) is 0.0561. The peptide sequence is GKIILVAVHVASGYI. (9) The MHC is HLA-DQA10301-DQB10302 with pseudo-sequence HLA-DQA10301-DQB10302. The peptide sequence is VQDLELSWNLNGLQAY. The binding affinity (normalized) is 0.314.